From a dataset of Reaction yield outcomes from USPTO patents with 853,638 reactions. Predict the reaction yield, written as a fraction of the theoretical maximum amount of product (1.0 means a 100% yield; for example, 0.34 means a 34% yield). (1) The reactants are C([O:5][C:6](=[O:54])[C@@H:7]([NH:13][C:14](=[O:53])[CH2:15][CH2:16][CH:17]([C:46]([O:48][C:49]([CH3:52])([CH3:51])[CH3:50])=[O:47])[NH:18][C:19](=[O:45])[CH2:20][CH2:21][CH2:22][CH2:23][CH2:24][CH2:25][CH2:26][CH2:27][CH2:28][CH2:29][CH2:30][CH2:31][CH2:32][CH2:33][CH2:34][CH2:35][CH2:36][CH2:37][C:38]([O:40][C:41]([CH3:44])([CH3:43])[CH3:42])=[O:39])[CH2:8][CH2:9][C:10]([OH:12])=[O:11])(C)(C)C.[B-](F)(F)(F)F.CN(C(O[N:68]1[C:73](=[O:74])[CH2:72][CH2:71][C:69]1=[O:70])=[N+](C)C)C.CCN([CH:81]([CH3:83])[CH3:82])C(C)C.[C:84](#N)C. No catalyst specified. The product is [O:70]=[C:69]1[CH2:71][CH2:72][C:73](=[O:74])[N:68]1[O:5][C:6](=[O:54])[C@@H:7]([NH:13][C:14](=[O:53])[CH2:15][CH2:16][CH:17]([C:46]([O:48][C:49]([CH3:52])([CH3:51])[CH3:50])=[O:47])[NH:18][C:19](=[O:45])[CH2:20][CH2:21][CH2:22][CH2:23][CH2:24][CH2:25][CH2:26][CH2:27][CH2:28][CH2:29][CH2:30][CH2:31][CH2:32][CH2:33][CH2:34][CH2:35][CH2:36][CH2:37][C:38]([O:40][C:41]([CH3:42])([CH3:43])[CH3:44])=[O:39])[CH2:8][CH2:9][C:10]([O:12][C:81]([CH3:83])([CH3:84])[CH3:82])=[O:11]. The yield is 0.540. (2) The product is [C:1]([O:5][C:6]([N:8]1[CH2:13][CH2:12][C:11]([F:43])([C:14]2[CH:35]=[CH:34][C:17]3[C:18]4[N:19]=[C:20]([C:26]5[N:27]([CH:31]([CH3:33])[CH3:32])[N:28]=[CH:29][N:30]=5)[S:21][C:22]=4[CH2:23][CH2:24][O:25][C:16]=3[CH:15]=2)[CH2:10][CH2:9]1)=[O:7])([CH3:4])([CH3:3])[CH3:2]. The reactants are [C:1]([O:5][C:6]([N:8]1[CH2:13][CH2:12][C:11](O)([C:14]2[CH:35]=[CH:34][C:17]3[C:18]4[N:19]=[C:20]([C:26]5[N:27]([CH:31]([CH3:33])[CH3:32])[N:28]=[CH:29][N:30]=5)[S:21][C:22]=4[CH2:23][CH2:24][O:25][C:16]=3[CH:15]=2)[CH2:10][CH2:9]1)=[O:7])([CH3:4])([CH3:3])[CH3:2].CCN(S(F)(F)[F:43])CC. The catalyst is C(Cl)Cl. The yield is 0.560. (3) The reactants are [H-].[Na+].[F:3][C:4]1[CH:5]=[C:6]([C:11]2[CH:12]=[CH:13][C:14](=[O:17])[NH:15][N:16]=2)[CH:7]=[C:8]([F:10])[CH:9]=1.Br[CH2:19][C:20]1[CH:21]=[C:22]2[C:26](=[CH:27][CH:28]=1)[N:25](C(OC(C)(C)C)=O)[N:24]=[C:23]2[C:36]1[N:37]=[N:38][N:39]([C:41]2[CH:46]=[CH:45][C:44]([C:47]([O:49]C)=[O:48])=[CH:43][CH:42]=2)[CH:40]=1.C([O-])(O)=O.[Na+]. The catalyst is CN(C=O)C.[OH-].[Na+].CS(C)=O. The product is [F:3][C:4]1[CH:5]=[C:6]([C:11]2[CH:12]=[CH:13][C:14](=[O:17])[N:15]([CH2:19][C:20]3[CH:21]=[C:22]4[C:26](=[CH:27][CH:28]=3)[NH:25][N:24]=[C:23]4[C:36]3[N:37]=[N:38][N:39]([C:41]4[CH:46]=[CH:45][C:44]([C:47]([OH:49])=[O:48])=[CH:43][CH:42]=4)[CH:40]=3)[N:16]=2)[CH:7]=[C:8]([F:10])[CH:9]=1. The yield is 1.00. (4) The reactants are [C:1]([C:3]1[CH:4]=[C:5]2[C:10](=[CH:11][C:12]=1F)[O:9][CH2:8][CH2:7][CH:6]2[C:14]([O:16][CH3:17])=[O:15])#[N:2].[OH:18][C:19]1[CH:27]=[CH:26][C:22]([C:23]([NH2:25])=[O:24])=[CH:21][CH:20]=1.C(=O)([O-])[O-].[K+].[K+]. The catalyst is CN1C(=O)CCC1. The product is [C:23]([C:22]1[CH:26]=[CH:27][C:19]([O:18][C:12]2[CH:11]=[C:10]3[C:5]([CH:6]([C:14]([O:16][CH3:17])=[O:15])[CH2:7][CH2:8][O:9]3)=[CH:4][C:3]=2[C:1]#[N:2])=[CH:20][CH:21]=1)(=[O:24])[NH2:25]. The yield is 0.223. (5) The reactants are [F:1][C:2]1[CH:7]=[C:6]([N+:8]([O-:10])=[O:9])[CH:5]=[CH:4][C:3]=1[CH2:11][C:12](OC)=[O:13].[BH4-].[Na+]. The catalyst is CO. The product is [F:1][C:2]1[CH:7]=[C:6]([N+:8]([O-:10])=[O:9])[CH:5]=[CH:4][C:3]=1[CH2:11][CH2:12][OH:13]. The yield is 0.770. (6) The reactants are [Cl:1][C:2]1[C:7]([NH:8][S:9]([C:12]2[CH:17]=[CH:16][C:15]([F:18])=[CH:14][C:13]=2[F:19])(=[O:11])=[O:10])=[CH:6][C:5](B2OC(C)(C)C(C)(C)O2)=[CH:4][N:3]=1.Cl[C:30]1[CH:31]=[CH:32][C:33]2[N:34]=[CH:35][N:36]=[C:37]([O:40][CH:41]3[CH2:46][CH2:45][O:44][CH2:43][CH2:42]3)[C:38]=2[N:39]=1.C(=O)(O)[O-].[Na+]. The catalyst is O1CCOCC1. The product is [Cl:1][C:2]1[C:7]([NH:8][S:9]([C:12]2[CH:17]=[CH:16][C:15]([F:18])=[CH:14][C:13]=2[F:19])(=[O:10])=[O:11])=[CH:6][C:5]([C:30]2[CH:31]=[CH:32][C:33]3[N:34]=[CH:35][N:36]=[C:37]([O:40][CH:41]4[CH2:46][CH2:45][O:44][CH2:43][CH2:42]4)[C:38]=3[N:39]=2)=[CH:4][N:3]=1. The yield is 0.500.